Dataset: Full USPTO retrosynthesis dataset with 1.9M reactions from patents (1976-2016). Task: Predict the reactants needed to synthesize the given product. (1) Given the product [CH3:1][N:2]([CH3:48])[CH2:3][C:4]([N:6]1[C:14]2[C:9](=[CH:10][C:11]([O:46][CH3:47])=[C:12]([NH:15][C:16]3[N:29]=[C:20]([NH:21][C:22]4[C:27]([C:28]([NH2:50])=[O:30])=[C:26]([F:31])[C:25]([F:32])=[CH:24][CH:23]=4)[C:19]4[CH:33]=[CH:34][N:35]([S:36]([C:39]5[CH:44]=[CH:43][C:42]([CH3:45])=[CH:41][CH:40]=5)(=[O:38])=[O:37])[C:18]=4[N:17]=3)[CH:13]=2)[CH2:8][CH2:7]1)=[O:5], predict the reactants needed to synthesize it. The reactants are: [CH3:1][N:2]([CH3:48])[CH2:3][C:4]([N:6]1[C:14]2[C:9](=[CH:10][C:11]([O:46][CH3:47])=[C:12]([NH:15][C:16]3[N:29]4[C:20](=[N:21][C:22]5[C:27]([C:28]4=[O:30])=[C:26]([F:31])[C:25]([F:32])=[CH:24][CH:23]=5)[C:19]4[CH:33]=[CH:34][N:35]([S:36]([C:39]5[CH:44]=[CH:43][C:42]([CH3:45])=[CH:41][CH:40]=5)(=[O:38])=[O:37])[C:18]=4[N:17]=3)[CH:13]=2)[CH2:8][CH2:7]1)=[O:5].[OH-].[NH4+:50]. (2) Given the product [C:20]([C:17]1[CH:18]=[CH:19][C:14]([CH2:13][C:12]([NH:11][CH:8]2[CH2:9][CH2:10][N:5]([CH:3]([CH3:4])[CH2:2][N:29]([C:30]3[CH:31]=[CH:32][CH:33]=[CH:34][CH:35]=3)[C:23]3[CH:28]=[CH:27][CH:26]=[CH:25][CH:24]=3)[CH2:6][CH2:7]2)=[O:22])=[CH:15][CH:16]=1)#[N:21], predict the reactants needed to synthesize it. The reactants are: Cl[CH2:2][CH:3]([N:5]1[CH2:10][CH2:9][CH:8]([NH:11][C:12](=[O:22])[CH2:13][C:14]2[CH:19]=[CH:18][C:17]([C:20]#[N:21])=[CH:16][CH:15]=2)[CH2:7][CH2:6]1)[CH3:4].[C:23]1([NH:29][C:30]2[CH:35]=[CH:34][CH:33]=[CH:32][CH:31]=2)[CH:28]=[CH:27][CH:26]=[CH:25][CH:24]=1.[I-].[Na+].CCN(C(C)C)C(C)C. (3) Given the product [CH2:16]([N:23]1[CH:2]=[C:1]([Sn:3]([CH2:8][CH2:9][CH2:10][CH3:11])([CH2:4][CH2:5][CH2:6][CH3:7])[CH2:12][CH2:13][CH2:14][CH3:15])[N:25]=[N:24]1)[C:17]1[CH:22]=[CH:21][CH:20]=[CH:19][CH:18]=1, predict the reactants needed to synthesize it. The reactants are: [C:1]([Sn:3]([CH2:12][CH2:13][CH2:14][CH3:15])([CH2:8][CH2:9][CH2:10][CH3:11])[CH2:4][CH2:5][CH2:6][CH3:7])#[CH:2].[CH2:16]([N:23]=[N+:24]=[N-:25])[C:17]1[CH:22]=[CH:21][CH:20]=[CH:19][CH:18]=1. (4) Given the product [Br:50][C:51]1[N:52]=[C:53]([N:87]([CH2:86][C:85]2[CH:96]=[C:97]([CH2:99][CH3:100])[CH:98]=[C:83]([O:82][Si:75]([C:78]([CH3:81])([CH3:80])[CH3:79])([CH3:77])[CH3:76])[C:84]=2[F:101])[C:88]2[CH:89]=[CH:90][C:91]([C:92]#[N:93])=[CH:94][CH:95]=2)[N:54]([C:56]([C:63]2[CH:64]=[CH:65][CH:66]=[CH:67][CH:68]=2)([C:57]2[CH:58]=[CH:59][CH:60]=[CH:61][CH:62]=2)[C:69]2[CH:74]=[CH:73][CH:72]=[CH:71][CH:70]=2)[CH:55]=1, predict the reactants needed to synthesize it. The reactants are: BrC1N=C(N(CC2C=C(OCC)C=C(OC(C)C)C=2F)C2C=CC(C#N)=CC=2)N(C(C2C=CC=CC=2)(C2C=CC=CC=2)C2C=CC=CC=2)C=1.[Br:50][C:51]1[N:52]=[CH:53][N:54]([C:56]([C:69]2[CH:74]=[CH:73][CH:72]=[CH:71][CH:70]=2)([C:63]2[CH:68]=[CH:67][CH:66]=[CH:65][CH:64]=2)[C:57]2[CH:62]=[CH:61][CH:60]=[CH:59][CH:58]=2)[CH:55]=1.[Si:75]([O:82][C:83]1[C:84]([F:101])=[C:85]([CH:96]=[C:97]([CH2:99][CH3:100])[CH:98]=1)/[CH:86]=[N:87]/[C:88]1[CH:95]=[CH:94][C:91]([C:92]#[N:93])=[CH:90][CH:89]=1)([C:78]([CH3:81])([CH3:80])[CH3:79])([CH3:77])[CH3:76]. (5) Given the product [CH:1]1[C:6]2[CH2:7][CH:8]3[C:13](=[N:16][OH:17])[CH:11]([CH2:12][C:5]=2[CH:4]=[CH:3][CH:2]=1)[CH2:10][CH2:9]3, predict the reactants needed to synthesize it. The reactants are: [CH:1]1[C:6]2[CH2:7][CH:8]3[C:13](=O)[CH:11]([CH2:12][C:5]=2[CH:4]=[CH:3][CH:2]=1)[CH2:10][CH2:9]3.Cl.[NH2:16][OH:17]. (6) Given the product [Br:6][C:7]1[CH:8]=[C:9]2[C:13](=[CH:14][C:15]=1[C:16]#[N:17])[NH:12][CH:11]=[C:10]2[CH:24]=[O:25], predict the reactants needed to synthesize it. The reactants are: P(Cl)(Cl)(Cl)=O.[Br:6][C:7]1[CH:8]=[C:9]2[C:13](=[CH:14][C:15]=1[C:16]#[N:17])[NH:12][CH:11]=[CH:10]2.O.[OH-].[Na+].CN([CH:24]=[O:25])C. (7) The reactants are: Br[C:2]1[CH:3]=[CH:4][C:5]2[C:6]([CH3:17])([CH3:16])[C:7]3[C:12]([C:13]=2[CH:14]=1)=[CH:11][C:10]([Br:15])=[CH:9][CH:8]=3.[C:18]1([C:27]2[CH:32]=[CH:31][CH:30]=[CH:29][CH:28]=2)[CH:23]=[CH:22][CH:21]=[CH:20][C:19]=1B(O)O.C([O-])([O-])=O.[Na+].[Na+].CCO. Given the product [C:18]1([C:27]2[CH:28]=[CH:29][CH:30]=[CH:31][CH:32]=2)[CH:23]=[CH:22][CH:21]=[CH:20][C:19]=1[C:3]1[CH:2]=[CH:14][C:13]2[C:12]3[C:7](=[CH:8][CH:9]=[C:10]([Br:15])[CH:11]=3)[C:6]([CH3:16])([CH3:17])[C:5]=2[CH:4]=1, predict the reactants needed to synthesize it. (8) Given the product [C:19]([O:18][C:16]([N:12]1[CH2:13][CH2:14][C:15]2[N:7]([CH2:6][O:5][CH2:4][CH2:3][Si:2]([CH3:23])([CH3:24])[CH3:1])[N:8]=[C:9]([B:25]([OH:28])[OH:26])[C:10]=2[CH2:11]1)=[O:17])([CH3:20])([CH3:21])[CH3:22], predict the reactants needed to synthesize it. The reactants are: [CH3:1][Si:2]([CH3:24])([CH3:23])[CH2:3][CH2:4][O:5][CH2:6][N:7]1[C:15]2[CH2:14][CH2:13][N:12]([C:16]([O:18][C:19]([CH3:22])([CH3:21])[CH3:20])=[O:17])[CH2:11][C:10]=2[CH:9]=[N:8]1.[B:25](OC)([O:28]C)[O:26]C.